From a dataset of Experimentally validated miRNA-target interactions with 360,000+ pairs, plus equal number of negative samples. Binary Classification. Given a miRNA mature sequence and a target amino acid sequence, predict their likelihood of interaction. The miRNA is hsa-miR-3689a-5p with sequence UGUGAUAUCAUGGUUCCUGGGA. The protein sequence of the target gene is MAVVATLRLSAQGTVTFEDVAVKFTQEEWNLLSEAQRCLYRDVTLENLALMSSLGCWCGVEDEAAPSKQSIYIQRETQVRTPVTGVSPKKAHPCEMCGPILGDILHVADHQGTHHKQKLHRCEAWGNKLYDSGNFHQHQNEHIGEKPYRGSVEEALFVKRCKLHVSGESSVFSESGKDFLPRSGLLQQEASHTGEKSNSKTECVSPFQCGGAHYSHGDSMKHFSTKHILSQHQRLLPREECYVCCECGKSFSKYVSFSNHQRVHSGKRPYECGECEKSFSQKSSLIQHQQFHTGGKPYGC.... Result: 1 (interaction).